From a dataset of NCI-60 drug combinations with 297,098 pairs across 59 cell lines. Regression. Given two drug SMILES strings and cell line genomic features, predict the synergy score measuring deviation from expected non-interaction effect. (1) Drug 1: CC1=C2C(C(=O)C3(C(CC4C(C3C(C(C2(C)C)(CC1OC(=O)C(C(C5=CC=CC=C5)NC(=O)C6=CC=CC=C6)O)O)OC(=O)C7=CC=CC=C7)(CO4)OC(=O)C)O)C)OC(=O)C. Drug 2: CN(CCCl)CCCl.Cl. Cell line: SNB-19. Synergy scores: CSS=23.3, Synergy_ZIP=2.41, Synergy_Bliss=10.2, Synergy_Loewe=-22.6, Synergy_HSA=-3.97. (2) Drug 1: C1=CC(=CC=C1CCC2=CNC3=C2C(=O)NC(=N3)N)C(=O)NC(CCC(=O)O)C(=O)O. Drug 2: CC12CCC3C(C1CCC2O)C(CC4=C3C=CC(=C4)O)CCCCCCCCCS(=O)CCCC(C(F)(F)F)(F)F. Cell line: NCI-H322M. Synergy scores: CSS=9.00, Synergy_ZIP=0.451, Synergy_Bliss=3.14, Synergy_Loewe=0.301, Synergy_HSA=3.22. (3) Drug 1: C1CN1P(=S)(N2CC2)N3CC3. Drug 2: B(C(CC(C)C)NC(=O)C(CC1=CC=CC=C1)NC(=O)C2=NC=CN=C2)(O)O. Cell line: COLO 205. Synergy scores: CSS=59.1, Synergy_ZIP=-1.24, Synergy_Bliss=-3.50, Synergy_Loewe=-1.16, Synergy_HSA=1.68. (4) Drug 1: C1CCC(C1)C(CC#N)N2C=C(C=N2)C3=C4C=CNC4=NC=N3. Drug 2: CC12CCC(CC1=CCC3C2CCC4(C3CC=C4C5=CN=CC=C5)C)O. Cell line: SK-MEL-28. Synergy scores: CSS=1.31, Synergy_ZIP=1.22, Synergy_Bliss=8.66, Synergy_Loewe=0.821, Synergy_HSA=4.14. (5) Drug 1: C1=NC2=C(N1)C(=S)N=C(N2)N. Drug 2: B(C(CC(C)C)NC(=O)C(CC1=CC=CC=C1)NC(=O)C2=NC=CN=C2)(O)O. Cell line: SF-295. Synergy scores: CSS=41.4, Synergy_ZIP=8.15, Synergy_Bliss=8.23, Synergy_Loewe=11.5, Synergy_HSA=11.5. (6) Drug 1: C1=CC=C(C=C1)NC(=O)CCCCCCC(=O)NO. Drug 2: CC1=C(C(=O)C2=C(C1=O)N3CC4C(C3(C2COC(=O)N)OC)N4)N. Cell line: CAKI-1. Synergy scores: CSS=52.9, Synergy_ZIP=-1.96, Synergy_Bliss=1.76, Synergy_Loewe=-13.9, Synergy_HSA=1.72.